Dataset: Reaction yield outcomes from USPTO patents with 853,638 reactions. Task: Predict the reaction yield, written as a fraction of the theoretical maximum amount of product (1.0 means a 100% yield; for example, 0.34 means a 34% yield). (1) The reactants are [F:1][C:2]1[C:7]([F:8])=[CH:6][C:5]([NH:9][CH2:10][CH2:11][CH3:12])=[C:4]([N+:13]([O-])=O)[CH:3]=1. The catalyst is C1COCC1.[Pd]. The product is [F:1][C:2]1[CH:3]=[C:4]([NH2:13])[C:5]([NH:9][CH2:10][CH2:11][CH3:12])=[CH:6][C:7]=1[F:8]. The yield is 0.600. (2) The reactants are [C:1]1([C:34]2[CH:39]=[CH:38][CH:37]=[CH:36][CH:35]=2)[CH:6]=[CH:5][CH:4]=[CH:3][C:2]=1[N:7]([C:15]1[C:20]2[O:21][C:22]3[C:27]([CH:28]4[CH2:33][CH2:32][CH2:31][CH2:30][CH2:29]4)=[CH:26][CH:25]=[CH:24][C:23]=3[C:19]=2[CH:18]=[CH:17][CH:16]=1)[C:8]1[CH:13]=[CH:12][C:11]([OH:14])=[CH:10][CH:9]=1.N1C=CC=CC=1.[F:46][C:47]([F:60])([F:59])[S:48](O[S:48]([C:47]([F:60])([F:59])[F:46])(=[O:50])=[O:49])(=[O:50])=[O:49]. The catalyst is C(Cl)Cl. The product is [F:46][C:47]([F:60])([F:59])[S:48]([O:14][C:11]1[CH:12]=[CH:13][C:8]([N:7]([C:2]2[CH:3]=[CH:4][CH:5]=[CH:6][C:1]=2[C:34]2[CH:35]=[CH:36][CH:37]=[CH:38][CH:39]=2)[C:15]2[C:20]3[O:21][C:22]4[C:27]([CH:28]5[CH2:29][CH2:30][CH2:31][CH2:32][CH2:33]5)=[CH:26][CH:25]=[CH:24][C:23]=4[C:19]=3[CH:18]=[CH:17][CH:16]=2)=[CH:9][CH:10]=1)(=[O:50])=[O:49]. The yield is 0.840.